Dataset: Kir2.1 potassium channel HTS with 301,493 compounds. Task: Binary Classification. Given a drug SMILES string, predict its activity (active/inactive) in a high-throughput screening assay against a specified biological target. (1) The compound is Clc1ccc(S(=O)(=O)CCN2CCSCC2)cc1. The result is 0 (inactive). (2) The molecule is Clc1cc(NC(=O)CN(C2CCCCC2)C)ccc1C. The result is 0 (inactive). (3) The compound is O1C(CN(CC1C)CC(=O)c1c(n(c(=O)n(c1=O)CC)Cc1ccccc1)N)C. The result is 0 (inactive).